This data is from Catalyst prediction with 721,799 reactions and 888 catalyst types from USPTO. The task is: Predict which catalyst facilitates the given reaction. (1) Reactant: [CH2:1]1[O:5][C:4]2[CH:6]=[C:7]([OH:10])[CH:8]=[CH:9][C:3]=2[O:2]1.[H-].[Na+].I[CH3:14]. Product: [CH3:14][O:10][C:7]1[CH:8]=[CH:9][C:3]2[O:2][CH2:1][O:5][C:4]=2[CH:6]=1. The catalyst class is: 3. (2) Reactant: [CH3:1][CH:2]1[CH2:7][C:6](=[O:8])[CH2:5][C:4](=[O:9])[CH2:3]1.C(N(CC)CC)C.[CH:17]1([O:20][C:21]2[CH:29]=[CH:28][C:24]([C:25](Cl)=[O:26])=[CH:23][CH:22]=2)[CH2:19][CH2:18]1.OC1CCCC(=O)C=1C(=O)C1C=CC(OC)=CC=1. Product: [CH:17]1([O:20][C:21]2[CH:29]=[CH:28][C:24]([C:25]([C:5]3[C:4](=[O:9])[CH2:3][CH:2]([CH3:1])[CH2:7][C:6]=3[OH:8])=[O:26])=[CH:23][CH:22]=2)[CH2:18][CH2:19]1. The catalyst class is: 10. (3) Reactant: [CH3:1][C:2]1[N:3]([C:7]2[CH:12]=[CH:11][C:10]([N+:13]([O-])=O)=[CH:9][C:8]=2[C:16]([F:19])([F:18])[F:17])[CH:4]=[CH:5][N:6]=1. Product: [CH3:1][C:2]1[N:3]([C:7]2[CH:12]=[CH:11][C:10]([NH2:13])=[CH:9][C:8]=2[C:16]([F:19])([F:17])[F:18])[CH:4]=[CH:5][N:6]=1. The catalyst class is: 94. (4) Reactant: [NH:1]1[CH:5]=[CH:4][N:3]=[C:2]1[CH2:6][NH:7][CH2:8][C:9]1[CH:10]=[C:11]2[C:15](=[CH:16][CH:17]=1)[CH:14]([O:18][CH3:19])[CH:13]([CH2:20][CH2:21][CH2:22][CH2:23][N:24]([CH2:28][CH2:29][CH3:30])[CH2:25][CH2:26][CH3:27])[CH2:12]2.[CH3:31][N:32]1[CH:36]=[CH:35][N:34]=[C:33]1[CH:37]=O.C([BH3-])#N.[Na+].C(O)(=O)C. Product: [NH:1]1[CH:5]=[CH:4][N:3]=[C:2]1[CH2:6][N:7]([CH2:8][C:9]1[CH:10]=[C:11]2[C:15](=[CH:16][CH:17]=1)[CH:14]([O:18][CH3:19])[CH:13]([CH2:20][CH2:21][CH2:22][CH2:23][N:24]([CH2:28][CH2:29][CH3:30])[CH2:25][CH2:26][CH3:27])[CH2:12]2)[CH2:37][C:33]1[N:32]([CH3:31])[CH:36]=[CH:35][N:34]=1. The catalyst class is: 5.